Dataset: Forward reaction prediction with 1.9M reactions from USPTO patents (1976-2016). Task: Predict the product of the given reaction. (1) Given the reactants Cl[C:2]1[N:12]=[C:11]2[C:5]([N:6]([CH3:21])[C:7](=[O:20])[C:8]([CH2:18][CH3:19])([CH2:16][CH3:17])[CH2:9][N:10]2[CH:13]([CH3:15])[CH3:14])=[CH:4][N:3]=1.O.C1(C)C=CC(S(O)(=O)=O)=CC=1.[NH2:34][C:35]1[CH:50]=[CH:49][C:38]([C:39]([NH:41][CH:42]2[CH2:47][CH2:46][N:45]([CH3:48])[CH2:44][CH2:43]2)=[O:40])=[CH:37][C:36]=1[O:51][CH3:52].CC(C)CC(O)C, predict the reaction product. The product is: [CH2:16]([C:8]1([CH2:18][CH3:19])[C:7](=[O:20])[N:6]([CH3:21])[C:5]2[C:11](=[N:12][C:2]([NH:34][C:35]3[CH:50]=[CH:49][C:38]([C:39]([NH:41][CH:42]4[CH2:43][CH2:44][N:45]([CH3:48])[CH2:46][CH2:47]4)=[O:40])=[CH:37][C:36]=3[O:51][CH3:52])=[N:3][CH:4]=2)[N:10]([CH:13]([CH3:15])[CH3:14])[CH2:9]1)[CH3:17]. (2) Given the reactants [Br:1][C:2]1[C:10]2[O:9][CH2:8][CH:7]([N:11]([C:26](=[O:31])[C:27]([F:30])([F:29])[F:28])[C:12]3[CH:25]=[CH:24][C:15]4[C@H:16]([CH2:19][C:20]([O:22][CH3:23])=[O:21])[CH2:17][O:18][C:14]=4[CH:13]=3)[C:6]=2[CH:5]=[CH:4][CH:3]=1.C(OC(C)C)(C)C, predict the reaction product. The product is: [Br:1][C:2]1[C:10]2[O:9][CH2:8][C@@H:7]([N:11]([C:26](=[O:31])[C:27]([F:28])([F:29])[F:30])[C:12]3[CH:25]=[CH:24][C:15]4[C@H:16]([CH2:19][C:20]([O:22][CH3:23])=[O:21])[CH2:17][O:18][C:14]=4[CH:13]=3)[C:6]=2[CH:5]=[CH:4][CH:3]=1. (3) Given the reactants [CH3:1][C:2]1[CH:21]=[C:5]2[N:6]=[CH:7][C:8]3[CH:13]=[C:12]([C:14]4[CH:19]=[CH:18][CH:17]=[CH:16][CH:15]=4)[C:11](=[O:20])[NH:10][C:9]=3[N:4]2[N:3]=1.[I:22]N1C(=O)CCC1=O, predict the reaction product. The product is: [I:22][C:21]1[C:2]([CH3:1])=[N:3][N:4]2[C:9]3[C:8](=[CH:13][C:12]([C:14]4[CH:15]=[CH:16][CH:17]=[CH:18][CH:19]=4)=[C:11]([OH:20])[N:10]=3)[CH:7]=[N:6][C:5]=12. (4) Given the reactants Br[C:2]1[CH:9]=[C:8]([F:10])[CH:7]=[CH:6][C:3]=1[C:4]#[N:5].C([Mg]Cl)(C)C.CN([CH:19]=[O:20])C.Cl, predict the reaction product. The product is: [F:10][C:8]1[CH:7]=[CH:6][C:3]([C:4]#[N:5])=[C:2]([CH:19]=[O:20])[CH:9]=1. (5) Given the reactants [NH2:1][C:2]([CH:4]1[CH2:9][CH2:8][NH:7][CH2:6][CH2:5]1)=[O:3].C(N(CC)CC)C.[C:17]1([S:27](Cl)(=[O:29])=[O:28])[C:26]2[C:21](=[CH:22][CH:23]=[CH:24][CH:25]=2)[CH:20]=[CH:19][CH:18]=1, predict the reaction product. The product is: [NH2:1][C:2]([CH:4]1[CH2:9][CH2:8][N:7]([S:27]([C:17]2[C:26]3[C:21](=[CH:22][CH:23]=[CH:24][CH:25]=3)[CH:20]=[CH:19][CH:18]=2)(=[O:29])=[O:28])[CH2:6][CH2:5]1)=[O:3]. (6) Given the reactants [C:1]([O:5][C:6]([C:8]1[CH:13]=[CH:12][CH:11]=[CH:10][C:9]=1[C:14]1[CH:19]=[CH:18][C:17]([CH2:20][N:21]2[C:25]3[CH:26]=[CH:27][C:28]([C:30](O)=[O:31])=[CH:29][C:24]=3[N:23]=[CH:22]2)=[CH:16][CH:15]=1)=[O:7])([CH3:4])([CH3:3])[CH3:2].[CH3:33][CH:34]([CH3:39])[CH2:35][CH:36]([NH2:38])[CH3:37].CN(C(ON1N=NC2C=CC=NC1=2)=[N+](C)C)C.F[P-](F)(F)(F)(F)F.CCN(C(C)C)C(C)C, predict the reaction product. The product is: [CH3:33][CH:34]([CH3:39])[CH2:35][CH:36]([NH:38][C:30]([C:28]1[CH:27]=[CH:26][C:25]2[N:21]([CH2:20][C:17]3[CH:16]=[CH:15][C:14]([C:9]4[C:8]([C:6]([O:5][C:1]([CH3:2])([CH3:3])[CH3:4])=[O:7])=[CH:13][CH:12]=[CH:11][CH:10]=4)=[CH:19][CH:18]=3)[CH:22]=[N:23][C:24]=2[CH:29]=1)=[O:31])[CH3:37]. (7) Given the reactants [CH:1]1([CH:4]([C:15]2[CH:20]=[CH:19][CH:18]=[C:17]([OH:21])[CH:16]=2)[CH:5]2C(=O)OC(C)(C)[O:7][C:6]2=[O:14])[CH2:3][CH2:2]1, predict the reaction product. The product is: [CH:1]1([CH:4]([C:15]2[CH:20]=[CH:19][CH:18]=[C:17]([OH:21])[CH:16]=2)[CH2:5][C:6]([OH:14])=[O:7])[CH2:3][CH2:2]1. (8) The product is: [Br:10][C:6]1[C:5]([F:8])=[CH:4][C:3]([OH:9])=[C:2]([F:1])[CH:7]=1. Given the reactants [F:1][C:2]1[CH:7]=[CH:6][C:5]([F:8])=[CH:4][C:3]=1[OH:9].[Br:10]Br, predict the reaction product.